The task is: Predict the product of the given reaction.. This data is from Forward reaction prediction with 1.9M reactions from USPTO patents (1976-2016). Given the reactants [NH2:1][CH2:2][CH2:3][C:4]1[CH:9]=[CH:8][C:7]([S:10][C:11]([CH3:20])([CH3:19])[C:12]([O:14][C:15]([CH3:18])([CH3:17])[CH3:16])=[O:13])=[CH:6][CH:5]=1.[CH:21](=O)[C:22]1[O:26][CH:25]=[CH:24][CH:23]=1.C([BH3-])#N.[Na+].Cl, predict the reaction product. The product is: [O:26]1[CH:25]=[CH:24][CH:23]=[C:22]1[CH2:21][NH:1][CH2:2][CH2:3][C:4]1[CH:5]=[CH:6][C:7]([S:10][C:11]([CH3:20])([CH3:19])[C:12]([O:14][C:15]([CH3:18])([CH3:17])[CH3:16])=[O:13])=[CH:8][CH:9]=1.